From a dataset of Catalyst prediction with 721,799 reactions and 888 catalyst types from USPTO. Predict which catalyst facilitates the given reaction. Reactant: [OH:1][C:2]1[CH:9]=[CH:8][C:5]([CH:6]=[O:7])=[CH:4][CH:3]=1.Cl[CH2:11][CH2:12][C:13]([CH3:16])([CH3:15])[CH3:14].[I-].[Na+].C(=O)([O-])[O-].[Cs+].[Cs+]. Product: [CH3:14][C:13]([CH3:16])([CH3:15])[CH2:12][CH2:11][O:1][C:2]1[CH:9]=[CH:8][C:5]([CH:6]=[O:7])=[CH:4][CH:3]=1. The catalyst class is: 9.